This data is from Full USPTO retrosynthesis dataset with 1.9M reactions from patents (1976-2016). The task is: Predict the reactants needed to synthesize the given product. (1) The reactants are: C1N=CN(C(N2C=NC=C2)=O)C=1.[C:13]1([S:19]([CH2:22][CH2:23][S:24][C:25]2[N:33]=[CH:32][CH:31]=[CH:30][C:26]=2[C:27]([OH:29])=O)(=[O:21])=[O:20])[CH:18]=[CH:17][CH:16]=[CH:15][CH:14]=1.Cl.[CH:35]1([CH2:41][CH2:42][NH2:43])[CH2:40][CH2:39][CH2:38][CH2:37][CH2:36]1.C(N(C(C)C)CC)(C)C. Given the product [CH:35]1([CH2:41][CH2:42][NH:43][C:27](=[O:29])[C:26]2[CH:30]=[CH:31][CH:32]=[N:33][C:25]=2[S:24][CH2:23][CH2:22][S:19]([C:13]2[CH:14]=[CH:15][CH:16]=[CH:17][CH:18]=2)(=[O:20])=[O:21])[CH2:40][CH2:39][CH2:38][CH2:37][CH2:36]1, predict the reactants needed to synthesize it. (2) The reactants are: [Cl:1][C:2]1[CH:7]=[CH:6][C:5]([NH:8][C:9](=[O:14])[C:10]([CH3:13])([CH3:12])[CH3:11])=[CH:4][CH:3]=1.CCCCCC.C([Li])CCC.[CH3:26][O:27][C:28]1[C:41]([C:42]([F:45])([F:44])[F:43])=[CH:40][CH:39]=[CH:38][C:29]=1[C:30](N1CCOCC1)=[O:31].[Cl-].[NH4+]. Given the product [Cl:1][C:2]1[CH:3]=[CH:4][C:5]([NH:8][C:9](=[O:14])[C:10]([CH3:11])([CH3:13])[CH3:12])=[C:6]([C:30](=[O:31])[C:29]2[CH:38]=[CH:39][CH:40]=[C:41]([C:42]([F:44])([F:45])[F:43])[C:28]=2[O:27][CH3:26])[CH:7]=1, predict the reactants needed to synthesize it.